This data is from Orexin1 receptor HTS with 218,158 compounds and 233 confirmed actives. The task is: Binary Classification. Given a drug SMILES string, predict its activity (active/inactive) in a high-throughput screening assay against a specified biological target. (1) The result is 0 (inactive). The drug is O(c1c(OC)c(/C=C\c2nc3c(c(c2)C(O)=O)cccc3)ccc1)CC. (2) The result is 0 (inactive). The drug is S(Cc1c(cc(cc1)C)C)\C(Nc1c(cccc1)C)=C(\C(=O)NCc1occc1)C#N. (3) The compound is Brc1cc(C2CCCCC2)c(O)c(c1)C(=O)N. The result is 0 (inactive). (4) The molecule is Clc1ccc(OCC(=O)N2CCN(CC2)c2c(OC)cccc2)cc1. The result is 0 (inactive).